This data is from Forward reaction prediction with 1.9M reactions from USPTO patents (1976-2016). The task is: Predict the product of the given reaction. (1) Given the reactants [Br:1][C:2]1[CH:3]=[C:4]([C:11]([N:13]2[CH2:18][CH2:17][O:16][C:15]3[N:19]=[CH:20][C:21]([C:23]4[CH:28]=[CH:27][C:26]([C:29]([F:32])([F:31])[F:30])=[CH:25][CH:24]=4)=[CH:22][C:14]2=3)=[O:12])[CH:5]=[C:6]([Br:10])[C:7]=1[O:8]C.[Br-].[Li+].N1CCNCC1.Cl, predict the reaction product. The product is: [Br:10][C:6]1[CH:5]=[C:4]([C:11]([N:13]2[CH2:18][CH2:17][O:16][C:15]3[N:19]=[CH:20][C:21]([C:23]4[CH:24]=[CH:25][C:26]([C:29]([F:30])([F:32])[F:31])=[CH:27][CH:28]=4)=[CH:22][C:14]2=3)=[O:12])[CH:3]=[C:2]([Br:1])[C:7]=1[OH:8]. (2) Given the reactants [CH:1]1([C:11]([O:13][CH3:14])=[O:12])[CH2:6][CH2:5][CH:4]([C:7]([O:9][CH3:10])=[O:8])[CH:3]=[CH:2]1.C1(C(OC)=O)CCC(C(OC)=O)CC=1.C(Cl)Cl, predict the reaction product. The product is: [CH:4]1([C:7]([O:9][CH3:10])=[O:8])[CH2:3][CH2:2][CH:1]([C:11]([O:13][CH3:14])=[O:12])[CH2:6][CH2:5]1.